From a dataset of NCI-60 drug combinations with 297,098 pairs across 59 cell lines. Regression. Given two drug SMILES strings and cell line genomic features, predict the synergy score measuring deviation from expected non-interaction effect. (1) Drug 1: COC1=CC(=CC(=C1O)OC)C2C3C(COC3=O)C(C4=CC5=C(C=C24)OCO5)OC6C(C(C7C(O6)COC(O7)C8=CC=CS8)O)O. Drug 2: C1CN(CCN1C(=O)CCBr)C(=O)CCBr. Cell line: HL-60(TB). Synergy scores: CSS=83.7, Synergy_ZIP=5.97, Synergy_Bliss=6.43, Synergy_Loewe=2.31, Synergy_HSA=7.93. (2) Drug 1: CC1=C(C(CCC1)(C)C)C=CC(=CC=CC(=CC(=O)O)C)C. Drug 2: C1CCC(C(C1)N)N.C(=O)(C(=O)[O-])[O-].[Pt+4]. Cell line: SF-268. Synergy scores: CSS=13.7, Synergy_ZIP=-5.19, Synergy_Bliss=-0.406, Synergy_Loewe=-4.64, Synergy_HSA=-0.261. (3) Drug 1: C1CCC(CC1)NC(=O)N(CCCl)N=O. Drug 2: CC12CCC3C(C1CCC2OP(=O)(O)O)CCC4=C3C=CC(=C4)OC(=O)N(CCCl)CCCl.[Na+]. Cell line: RXF 393. Synergy scores: CSS=6.05, Synergy_ZIP=-5.57, Synergy_Bliss=-7.00, Synergy_Loewe=-10.8, Synergy_HSA=-5.89. (4) Drug 1: C#CCC(CC1=CN=C2C(=N1)C(=NC(=N2)N)N)C3=CC=C(C=C3)C(=O)NC(CCC(=O)O)C(=O)O. Drug 2: CC1C(C(CC(O1)OC2CC(CC3=C2C(=C4C(=C3O)C(=O)C5=C(C4=O)C(=CC=C5)OC)O)(C(=O)CO)O)N)O.Cl. Cell line: HL-60(TB). Synergy scores: CSS=47.8, Synergy_ZIP=-3.69, Synergy_Bliss=-5.31, Synergy_Loewe=-2.58, Synergy_HSA=-2.04. (5) Drug 2: CC(CN1CC(=O)NC(=O)C1)N2CC(=O)NC(=O)C2. Cell line: SF-268. Synergy scores: CSS=17.6, Synergy_ZIP=-0.880, Synergy_Bliss=-0.344, Synergy_Loewe=-6.44, Synergy_HSA=-3.24. Drug 1: CS(=O)(=O)C1=CC(=C(C=C1)C(=O)NC2=CC(=C(C=C2)Cl)C3=CC=CC=N3)Cl. (6) Drug 1: C1=NC2=C(N=C(N=C2N1C3C(C(C(O3)CO)O)F)Cl)N. Drug 2: CC(C)CN1C=NC2=C1C3=CC=CC=C3N=C2N. Cell line: UACC62. Synergy scores: CSS=10.1, Synergy_ZIP=0.325, Synergy_Bliss=6.90, Synergy_Loewe=2.77, Synergy_HSA=2.73. (7) Drug 1: C1=CC(=CC=C1CC(C(=O)O)N)N(CCCl)CCCl.Cl. Synergy scores: CSS=15.4, Synergy_ZIP=-11.8, Synergy_Bliss=-9.72, Synergy_Loewe=-6.72, Synergy_HSA=-5.61. Cell line: CAKI-1. Drug 2: C1=NNC2=C1C(=O)NC=N2. (8) Drug 1: CC1CCC2CC(C(=CC=CC=CC(CC(C(=O)C(C(C(=CC(C(=O)CC(OC(=O)C3CCCCN3C(=O)C(=O)C1(O2)O)C(C)CC4CCC(C(C4)OC)OCCO)C)C)O)OC)C)C)C)OC. Drug 2: C#CCC(CC1=CN=C2C(=N1)C(=NC(=N2)N)N)C3=CC=C(C=C3)C(=O)NC(CCC(=O)O)C(=O)O. Cell line: 786-0. Synergy scores: CSS=67.1, Synergy_ZIP=16.3, Synergy_Bliss=-2.92, Synergy_Loewe=37.6, Synergy_HSA=-2.40. (9) Drug 1: CCC1=CC2CC(C3=C(CN(C2)C1)C4=CC=CC=C4N3)(C5=C(C=C6C(=C5)C78CCN9C7C(C=CC9)(C(C(C8N6C)(C(=O)OC)O)OC(=O)C)CC)OC)C(=O)OC.C(C(C(=O)O)O)(C(=O)O)O. Drug 2: CN1C2=C(C=C(C=C2)N(CCCl)CCCl)N=C1CCCC(=O)O.Cl. Cell line: UACC-257. Synergy scores: CSS=30.5, Synergy_ZIP=4.56, Synergy_Bliss=7.34, Synergy_Loewe=-23.0, Synergy_HSA=4.39.